This data is from Reaction yield outcomes from USPTO patents with 853,638 reactions. The task is: Predict the reaction yield, written as a fraction of the theoretical maximum amount of product (1.0 means a 100% yield; for example, 0.34 means a 34% yield). (1) The reactants are [NH2:1][C:2]1[CH:7]=[CH:6][CH:5]=[CH:4][CH:3]=1.[CH3:8][O:9][C:10]1[CH:11]=[C:12]([CH:18]2[CH2:23][CH2:22][N:21]([C:24]3[C:25]([CH3:38])=[C:26]([CH3:37])[C:27]4[O:31][C:30]([CH3:33])([CH3:32])[CH:29](O)[C:28]=4[C:35]=3[CH3:36])[CH2:20][CH2:19]2)[CH:13]=[CH:14][C:15]=1[O:16][CH3:17]. The catalyst is CO. The product is [C:2]1([NH:1][CH:29]2[C:28]3[C:35]([CH3:36])=[C:24]([N:21]4[CH2:20][CH2:19][CH:18]([C:12]5[CH:13]=[CH:14][C:15]([O:16][CH3:17])=[C:10]([O:9][CH3:8])[CH:11]=5)[CH2:23][CH2:22]4)[C:25]([CH3:38])=[C:26]([CH3:37])[C:27]=3[O:31][C:30]2([CH3:33])[CH3:32])[CH:7]=[CH:6][CH:5]=[CH:4][CH:3]=1. The yield is 0.600. (2) The reactants are [OH:1][C:2]1[CH:7]=[CH:6][C:5]([C:8]2[N:9]=[C:10]3[C:16]4[CH:17]=[CH:18][CH:19]=[CH:20][C:15]=4[NH:14][C:13]4[N:21]=[CH:22][CH:23]=[CH:24][C:12]=4[N:11]3[C:25]=2[C:26]2[CH:31]=[CH:30][C:29]([C:32]3([NH:36][C:37](=[O:43])[O:38][C:39]([CH3:42])([CH3:41])[CH3:40])[CH2:35][CH2:34][CH2:33]3)=[CH:28][CH:27]=2)=[CH:4][CH:3]=1.[H-].[Na+].C1(N([S:53]([C:56]([F:59])([F:58])[F:57])(=[O:55])=[O:54])[S:53]([C:56]([F:59])([F:58])[F:57])(=[O:55])=[O:54])C=CC=CC=1. The catalyst is C1COCC1. The product is [F:57][C:56]([F:59])([F:58])[S:53]([O:1][C:2]1[CH:3]=[CH:4][C:5]([C:8]2[N:9]=[C:10]3[C:16]4[CH:17]=[CH:18][CH:19]=[CH:20][C:15]=4[NH:14][C:13]4[N:21]=[CH:22][CH:23]=[CH:24][C:12]=4[N:11]3[C:25]=2[C:26]2[CH:31]=[CH:30][C:29]([C:32]3([NH:36][C:37]([O:38][C:39]([CH3:40])([CH3:42])[CH3:41])=[O:43])[CH2:33][CH2:34][CH2:35]3)=[CH:28][CH:27]=2)=[CH:6][CH:7]=1)(=[O:55])=[O:54]. The yield is 0.750. (3) The reactants are C(N(C(C)C)CC)(C)C.Cl.[CH3:11][O:12][C:13](=[O:20])[C@H:14]([CH2:16][CH2:17][S:18][CH3:19])[NH2:15].[S:21]1[C:25]2[CH:26]=[CH:27][CH:28]=[CH:29][C:24]=2[CH:23]=[C:22]1[C:30]1[O:34][C:33](=[O:35])[C:32]2([CH2:40][CH2:39][CH2:38][CH2:37][CH2:36]2)[N:31]=1. The catalyst is C1(C)C=CC=CC=1. The product is [CH3:11][O:12][C:13](=[O:20])[C@H:14]([CH2:16][CH2:17][S:18][CH3:19])[NH:15][C:33]([C:32]1([NH:31][C:30]([C:22]2[S:21][C:25]3[CH:26]=[CH:27][CH:28]=[CH:29][C:24]=3[CH:23]=2)=[O:34])[CH2:36][CH2:37][CH2:38][CH2:39][CH2:40]1)=[O:35]. The yield is 0.860. (4) The reactants are [CH:1]([C:4]1[NH:5][C:6]([C:22]2[CH:27]=[CH:26][CH:25]=[C:24]([CH3:28])[N:23]=2)=[C:7]([C:9]2[CH:10]=[C:11]([C:15]3[CH:20]=[CH:19][C:18]([NH2:21])=[CH:17][CH:16]=3)[CH:12]=[CH:13][CH:14]=2)[N:8]=1)([CH3:3])[CH3:2].[C:29](OC(=O)C)(=[O:31])[CH3:30]. No catalyst specified. The product is [CH:1]([C:4]1[NH:5][C:6]([C:22]2[CH:27]=[CH:26][CH:25]=[C:24]([CH3:28])[N:23]=2)=[C:7]([C:9]2[CH:10]=[C:11]([C:15]3[CH:20]=[CH:19][C:18]([NH:21][C:29](=[O:31])[CH3:30])=[CH:17][CH:16]=3)[CH:12]=[CH:13][CH:14]=2)[N:8]=1)([CH3:3])[CH3:2]. The yield is 0.680.